Dataset: Reaction yield outcomes from USPTO patents with 853,638 reactions. Task: Predict the reaction yield, written as a fraction of the theoretical maximum amount of product (1.0 means a 100% yield; for example, 0.34 means a 34% yield). The reactants are [NH2:1][C:2]1[O:3][CH2:4][C@H:5]([CH2:7][CH2:8][C:9]2[CH:14]=[CH:13][C:12]([NH:15][C:16]3[CH:21]=[C:20]([Cl:22])[N:19]=[CH:18][N:17]=3)=[CH:11][CH:10]=2)[N:6]=1. The catalyst is CO. The product is [ClH:22].[N:19]1[CH:20]=[CH:21][C:16]([NH:15][C:12]2[CH:11]=[CH:10][C:9]([CH2:8][CH2:7][C@H:5]3[CH2:4][O:3][C:2]([NH2:1])=[N:6]3)=[CH:14][CH:13]=2)=[N:17][CH:18]=1. The yield is 0.870.